From a dataset of Full USPTO retrosynthesis dataset with 1.9M reactions from patents (1976-2016). Predict the reactants needed to synthesize the given product. (1) Given the product [ClH:1].[ClH:1].[CH2:42]([N:25]([CH2:23][CH3:24])[CH2:26][CH2:27][NH:28][C:29]([C:31]1[CH:40]=[CH:39][C:38]2[C:33](=[CH:34][CH:35]=[C:36]([I:41])[CH:37]=2)[N:32]=1)=[O:30])[CH3:43], predict the reactants needed to synthesize it. The reactants are: [ClH:1].C(N(CC)CCNC(C1C=CC2C(=CC=C(I)C=2)C=1)=O)C.[CH2:23]([N:25]([CH2:42][CH3:43])[CH2:26][CH2:27][NH:28][C:29]([C:31]1[CH:40]=[CH:39][C:38]2[C:33](=[CH:34][CH:35]=[C:36]([I:41])[CH:37]=2)[N:32]=1)=[O:30])[CH3:24]. (2) Given the product [CH3:33][C:28]1[NH:29][C:30]2[C:26]([CH:27]=1)=[CH:25][C:24]([O:23][C:4]1[CH:3]=[CH:2][C:11]3[C:6](=[CH:7][C:8]([O:14][CH2:15][CH2:16][CH2:17][N:18]4[CH2:19][CH2:20][CH2:21][CH2:22]4)=[CH:9][CH:10]=3)[N:5]=1)=[CH:32][CH:31]=2, predict the reactants needed to synthesize it. The reactants are: Cl[C:2]1[C:11]2[C:6](=[CH:7][C:8]([O:14][CH2:15][CH2:16][CH2:17][N:18]3[CH2:22][CH2:21][CH2:20][CH2:19]3)=[C:9](C#N)[CH:10]=2)[N:5]=[CH:4][CH:3]=1.[OH:23][C:24]1[CH:25]=[C:26]2[C:30](=[CH:31][CH:32]=1)[NH:29][C:28]([CH3:33])=[CH:27]2.C(=O)([O-])[O-].[Cs+].[Cs+].